This data is from Catalyst prediction with 721,799 reactions and 888 catalyst types from USPTO. The task is: Predict which catalyst facilitates the given reaction. (1) Reactant: [NH2:1][C:2]1[S:3][C:4]([CH2:7][C@H:8]2[C:11](=[O:12])[N:10]([Si:13]([C:16]([CH3:19])([CH3:18])[CH3:17])([CH3:15])[CH3:14])[C@@H:9]2[C:20]([O:22][CH2:23][C:24]2[CH:29]=[CH:28][CH:27]=[CH:26][CH:25]=2)=[O:21])=[CH:5][N:6]=1.[C:30]([O:34][C:35](O[C:35]([O:34][C:30]([CH3:33])([CH3:32])[CH3:31])=[O:36])=[O:36])([CH3:33])([CH3:32])[CH3:31]. Product: [C:30]([O:34][C:35]([NH:1][C:2]1[S:3][C:4]([CH2:7][C@H:8]2[C:11](=[O:12])[N:10]([Si:13]([C:16]([CH3:17])([CH3:19])[CH3:18])([CH3:14])[CH3:15])[C@@H:9]2[C:20]([O:22][CH2:23][C:24]2[CH:25]=[CH:26][CH:27]=[CH:28][CH:29]=2)=[O:21])=[CH:5][N:6]=1)=[O:36])([CH3:33])([CH3:32])[CH3:31]. The catalyst class is: 10. (2) Reactant: [Cl:1][C@@H:2]([CH2:6][CH:7]([CH3:9])[CH3:8])[C:3](O)=[O:4].C(Cl)(=O)C([Cl:13])=O. Product: [Cl:1][C@@H:2]([CH2:6][CH:7]([CH3:9])[CH3:8])[C:3]([Cl:13])=[O:4]. The catalyst class is: 306. (3) Reactant: Br[C:2]1[CH:3]=[C:4]([Cl:11])[C:5]([CH:8]([F:10])[F:9])=[N:6][CH:7]=1.C(=O)([O-])[O-].[K+].[K+].CC1(C)OB([C:24]2[CH:25]=[N:26][C:27]([C:30]([F:33])([F:32])[F:31])=[N:28][CH:29]=2)OC1(C)C. Product: [Cl:11][C:4]1[CH:3]=[C:2]([C:24]2[CH:25]=[N:26][C:27]([C:30]([F:33])([F:32])[F:31])=[N:28][CH:29]=2)[CH:7]=[N:6][C:5]=1[CH:8]([F:10])[F:9]. The catalyst class is: 294. (4) Reactant: [C:1]1([NH2:8])[C:2]([NH2:7])=[CH:3][CH:4]=[CH:5][CH:6]=1.[C:9](O[C:9]([O:11][C:12]([CH3:15])([CH3:14])[CH3:13])=[O:10])([O:11][C:12]([CH3:15])([CH3:14])[CH3:13])=[O:10]. Product: [NH2:7][C:2]1[CH:3]=[CH:4][CH:5]=[CH:6][C:1]=1[NH:8][C:9](=[O:10])[O:11][C:12]([CH3:15])([CH3:14])[CH3:13]. The catalyst class is: 1.